Task: Predict the reactants needed to synthesize the given product.. Dataset: Full USPTO retrosynthesis dataset with 1.9M reactions from patents (1976-2016) Given the product [Br:10][C@H:2]([C@@H:6]([CH3:9])[CH2:7][CH3:8])[C:3]([OH:5])=[O:4], predict the reactants needed to synthesize it. The reactants are: N[C@H:2]([C@@H:6]([CH3:9])[CH2:7][CH3:8])[C:3]([OH:5])=[O:4].[BrH:10].N([O-])=O.[Na+].